This data is from CYP3A4 inhibition data for predicting drug metabolism from PubChem BioAssay. The task is: Regression/Classification. Given a drug SMILES string, predict its absorption, distribution, metabolism, or excretion properties. Task type varies by dataset: regression for continuous measurements (e.g., permeability, clearance, half-life) or binary classification for categorical outcomes (e.g., BBB penetration, CYP inhibition). Dataset: cyp3a4_veith. (1) The molecule is COc1ccc(NC(=O)N2CCCC3(CCN(C(=O)Oc4ccccc4)CC3)C2)cc1. The result is 1 (inhibitor). (2) The compound is Nc1c(S(=O)(=O)c2ccccc2)c2nc3ccccc3nc2n1Cc1ccco1. The result is 1 (inhibitor). (3) The molecule is O=[N+]([O-])c1ccc(S(=O)(=O)Cc2ccccc2)c2nonc12. The result is 0 (non-inhibitor). (4) The drug is O=C(O)/C=C\c1cccc([Sb](=O)(O)O)c1. The result is 0 (non-inhibitor). (5) The molecule is CC(=O)N(CC(O)CN(C(C)=O)c1c(I)c(C(=O)NC[C@@H](O)CO)c(I)c(C(=O)NC[C@@H](O)CO)c1I)c1c(I)c(C(=O)NC[C@@H](O)CO)c(I)c(C(=O)NC[C@@H](O)CO)c1I. The result is 0 (non-inhibitor). (6) The molecule is Cc1nc2cnc(Nc3ccccc3)nc2n(Cc2ccc(F)cc2)c1=O. The result is 0 (non-inhibitor).